Predict the product of the given reaction. From a dataset of Forward reaction prediction with 1.9M reactions from USPTO patents (1976-2016). (1) Given the reactants [Cl:1][C:2]1[CH:21]=[C:20]([Cl:22])[CH:19]=[CH:18][C:3]=1[CH2:4][CH:5]1[CH2:9][CH2:8][N:7]([CH:10]2[CH2:15][CH2:14][CH:13]([OH:16])[CH2:12][CH2:11]2)[C:6]1=[O:17].C1(C)C=CC(S(O)(=O)=O)=CC=1, predict the reaction product. The product is: [Cl:1][C:2]1[CH:21]=[C:20]([Cl:22])[CH:19]=[CH:18][C:3]=1[CH2:4][CH:5]1[CH2:9][CH2:8][N:7]([CH:10]2[CH2:11][CH2:12][C:13](=[O:16])[CH2:14][CH2:15]2)[C:6]1=[O:17]. (2) Given the reactants Br[CH2:2][CH2:3][CH:4]1[O:8][CH2:7][CH2:6][O:5]1.C(=O)([O-])[O-].[Cs+].[Cs+].CN(C)C(=O)C.[F:21][C:22]1[N:27]=[CH:26][C:25]([OH:28])=[CH:24][CH:23]=1, predict the reaction product. The product is: [O:5]1[CH2:6][CH2:7][O:8][CH:4]1[CH2:3][CH2:2][O:28][C:25]1[CH:24]=[CH:23][C:22]([F:21])=[N:27][CH:26]=1.